From a dataset of Full USPTO retrosynthesis dataset with 1.9M reactions from patents (1976-2016). Predict the reactants needed to synthesize the given product. (1) The reactants are: [C:1]([O-:4])(=[O:3])[CH3:2].[CH2:5]1CCN2C(=NCCC2)C[CH2:6]1.Br[CH2:17][C:18]([C:20]1[CH:25]=[CH:24][CH:23]=[C:22]([C:26]([F:29])([F:28])[F:27])[CH:21]=1)=[O:19].[C:30]1(C)C=CC=CC=1. Given the product [CH3:5][C:6]1[O:19][C:18]([C:20]2[CH:25]=[CH:24][CH:23]=[C:22]([C:26]([F:29])([F:28])[F:27])[CH:21]=2)=[CH:17][C:2]=1[C:1]([O:4][CH3:30])=[O:3], predict the reactants needed to synthesize it. (2) Given the product [Cl:1][C:2]1[CH:3]=[C:4]([NH:16][C:17]2[C:26]3[C:21](=[CH:22][C:23]([O:37][CH:38]4[CH2:42][CH2:41][O:40][CH2:39]4)=[C:24]([NH:27][C:28](=[O:36])[CH:29]=[C:30]4[CH2:35][CH2:34][N:33]([C:57](=[O:58])[CH2:56][NH:55][CH2:46][CH2:47][O:48][CH2:49][CH2:45][OH:53])[CH2:32][CH2:31]4)[CH:25]=3)[N:20]=[CH:19][C:18]=2[C:43]#[N:44])[CH:5]=[CH:6][C:7]=1[O:8][CH2:9][C:10]1[CH:15]=[CH:14][CH:13]=[CH:12][N:11]=1, predict the reactants needed to synthesize it. The reactants are: [Cl:1][C:2]1[CH:3]=[C:4]([NH:16][C:17]2[C:26]3[C:21](=[CH:22][C:23]([O:37][CH:38]4[CH2:42][CH2:41][O:40][CH2:39]4)=[C:24]([NH:27][C:28](=[O:36])[CH:29]=[C:30]4[CH2:35][CH2:34][NH:33][CH2:32][CH2:31]4)[CH:25]=3)[N:20]=[CH:19][C:18]=2[C:43]#[N:44])[CH:5]=[CH:6][C:7]=1[O:8][CH2:9][C:10]1[CH:15]=[CH:14][CH:13]=[CH:12][N:11]=1.[CH2:45]1[CH2:49][O:48][CH2:47][CH2:46]1.ClCC(Cl)=[O:53].[NH2:55][CH2:56][CH2:57][O:58]C(O)C.